Dataset: Catalyst prediction with 721,799 reactions and 888 catalyst types from USPTO. Task: Predict which catalyst facilitates the given reaction. (1) Reactant: [Cl:1][C:2]1[N:3]=[N:4][C:5](Cl)=[CH:6][C:7]=1[CH3:8].[CH3:10][O:11][C:12]1[CH:19]=[C:18]([O:20][CH3:21])[CH:17]=[CH:16][C:13]=1[CH2:14][NH2:15]. Product: [Cl:1][C:2]1[N:3]=[N:4][C:5]([NH:15][CH2:14][C:13]2[CH:16]=[CH:17][C:18]([O:20][CH3:21])=[CH:19][C:12]=2[O:11][CH3:10])=[CH:6][C:7]=1[CH3:8]. The catalyst class is: 41. (2) Reactant: [CH2:1]([O:3][C:4](=[O:17])[CH2:5][C:6]1([CH3:16])[CH2:15][CH2:14][C:13]2[C:8](=[CH:9][CH:10]=[CH:11][CH:12]=2)[O:7]1)[CH3:2].[Cl:18][S:19](O)(=[O:21])=[O:20]. Product: [CH2:1]([O:3][C:4](=[O:17])[CH2:5][C:6]1([CH3:16])[CH2:15][CH2:14][C:13]2[C:8](=[CH:9][CH:10]=[C:11]([S:19]([Cl:18])(=[O:21])=[O:20])[CH:12]=2)[O:7]1)[CH3:2]. The catalyst class is: 22. (3) Reactant: [CH3:1][C:2]1[CH:7]=[C:6]([CH3:8])[CH:5]=[CH:4][C:3]=1[OH:9].C(N(CC)CC)C.[CH3:17][Si:18](Cl)([CH3:20])[CH3:19].C(OCC)(=O)C. Product: [CH3:17][Si:18]([CH3:20])([CH3:19])[C:3]1([OH:9])[CH:4]=[CH:5][C:6]([CH3:8])=[CH:7][CH:2]1[CH3:1]. The catalyst class is: 46. (4) Reactant: [Br:1][C:2]1[CH:9]=[CH:8][C:5]([CH2:6][OH:7])=[C:4]([Cl:10])[CH:3]=1.N1C=CN=C1.[C:16]([Si:20](Cl)([C:27]1[CH:32]=[CH:31][CH:30]=[CH:29][CH:28]=1)[C:21]1[CH:26]=[CH:25][CH:24]=[CH:23][CH:22]=1)([CH3:19])([CH3:18])[CH3:17].O. Product: [Br:1][C:2]1[CH:9]=[CH:8][C:5]([CH2:6][O:7][Si:20]([C:16]([CH3:19])([CH3:18])[CH3:17])([C:27]2[CH:28]=[CH:29][CH:30]=[CH:31][CH:32]=2)[C:21]2[CH:26]=[CH:25][CH:24]=[CH:23][CH:22]=2)=[C:4]([Cl:10])[CH:3]=1. The catalyst class is: 9. (5) Reactant: Cl.[N+:2]([C:5]1[CH:12]=[CH:11][CH:10]=[C:9]([O:13][CH2:14][C@H:15]2[CH2:20][CH2:19][CH2:18][NH:17][CH2:16]2)[C:6]=1[C:7]#[N:8])([O-:4])=[O:3].C(N(CC)CC)C.[C:28](Cl)(=[O:33])[CH2:29][CH:30]([CH3:32])[CH3:31]. Product: [CH3:31][CH:30]([CH3:32])[CH2:29][C:28]([N:17]1[CH2:18][CH2:19][CH2:20][C@H:15]([CH2:14][O:13][C:9]2[CH:10]=[CH:11][CH:12]=[C:5]([N+:2]([O-:4])=[O:3])[C:6]=2[C:7]#[N:8])[CH2:16]1)=[O:33]. The catalyst class is: 2. (6) The catalyst class is: 2. Product: [NH2:24][CH2:23][CH:19]1[C:16]2=[N:17][CH:18]=[C:13]([N:8]3[C:9](=[O:12])[CH:10]=[N:11][C:6]4[CH:5]=[CH:4][C:3]([O:2][CH3:1])=[N:32][C:7]3=4)[CH:14]=[C:15]2[CH2:22][O:21][CH2:20]1. Reactant: [CH3:1][O:2][C:3]1[CH:4]=[CH:5][C:6]2[N:11]=[CH:10][C:9](=[O:12])[N:8]([C:13]3[CH:14]=[C:15]4[CH2:22][O:21][CH2:20][CH:19]([CH2:23][NH:24]C(=O)OC(C)(C)C)[C:16]4=[N:17][CH:18]=3)[C:7]=2[N:32]=1.C(O)(C(F)(F)F)=O.